From a dataset of NCI-60 drug combinations with 297,098 pairs across 59 cell lines. Regression. Given two drug SMILES strings and cell line genomic features, predict the synergy score measuring deviation from expected non-interaction effect. (1) Drug 1: CN1C(=O)N2C=NC(=C2N=N1)C(=O)N. Drug 2: CC1C(C(CC(O1)OC2CC(OC(C2O)C)OC3=CC4=CC5=C(C(=O)C(C(C5)C(C(=O)C(C(C)O)O)OC)OC6CC(C(C(O6)C)O)OC7CC(C(C(O7)C)O)OC8CC(C(C(O8)C)O)(C)O)C(=C4C(=C3C)O)O)O)O. Cell line: CAKI-1. Synergy scores: CSS=56.7, Synergy_ZIP=-1.25, Synergy_Bliss=-5.27, Synergy_Loewe=-39.0, Synergy_HSA=-5.86. (2) Drug 1: CN(C)N=NC1=C(NC=N1)C(=O)N. Drug 2: CC1=C(N=C(N=C1N)C(CC(=O)N)NCC(C(=O)N)N)C(=O)NC(C(C2=CN=CN2)OC3C(C(C(C(O3)CO)O)O)OC4C(C(C(C(O4)CO)O)OC(=O)N)O)C(=O)NC(C)C(C(C)C(=O)NC(C(C)O)C(=O)NCCC5=NC(=CS5)C6=NC(=CS6)C(=O)NCCC[S+](C)C)O. Cell line: HCT116. Synergy scores: CSS=43.9, Synergy_ZIP=-10.2, Synergy_Bliss=-6.37, Synergy_Loewe=-4.07, Synergy_HSA=-2.36. (3) Drug 1: C1CC(=O)NC(=O)C1N2CC3=C(C2=O)C=CC=C3N. Drug 2: CN1C(=O)N2C=NC(=C2N=N1)C(=O)N. Cell line: HCT-15. Synergy scores: CSS=0.804, Synergy_ZIP=-0.249, Synergy_Bliss=0.0130, Synergy_Loewe=-1.62, Synergy_HSA=-1.39. (4) Drug 2: C1=NNC2=C1C(=O)NC=N2. Drug 1: CC1=C(C(=CC=C1)Cl)NC(=O)C2=CN=C(S2)NC3=CC(=NC(=N3)C)N4CCN(CC4)CCO. Synergy scores: CSS=17.5, Synergy_ZIP=-2.16, Synergy_Bliss=-0.998, Synergy_Loewe=-10.7, Synergy_HSA=-1.58. Cell line: HCT116. (5) Drug 1: C(=O)(N)NO. Drug 2: CNC(=O)C1=NC=CC(=C1)OC2=CC=C(C=C2)NC(=O)NC3=CC(=C(C=C3)Cl)C(F)(F)F. Cell line: IGROV1. Synergy scores: CSS=0.309, Synergy_ZIP=-0.359, Synergy_Bliss=-0.576, Synergy_Loewe=-0.296, Synergy_HSA=-0.381. (6) Drug 1: C1CCC(C(C1)N)N.C(=O)(C(=O)[O-])[O-].[Pt+4]. Drug 2: N.N.Cl[Pt+2]Cl. Cell line: SK-OV-3. Synergy scores: CSS=12.1, Synergy_ZIP=-3.25, Synergy_Bliss=2.28, Synergy_Loewe=-8.40, Synergy_HSA=-5.90. (7) Drug 2: CC1CCC2CC(C(=CC=CC=CC(CC(C(=O)C(C(C(=CC(C(=O)CC(OC(=O)C3CCCCN3C(=O)C(=O)C1(O2)O)C(C)CC4CCC(C(C4)OC)OCCO)C)C)O)OC)C)C)C)OC. Cell line: A549. Drug 1: C1=NC2=C(N1)C(=S)N=C(N2)N. Synergy scores: CSS=36.5, Synergy_ZIP=-2.10, Synergy_Bliss=-1.57, Synergy_Loewe=-1.57, Synergy_HSA=2.27.